From a dataset of Peptide-MHC class I binding affinity with 185,985 pairs from IEDB/IMGT. Regression. Given a peptide amino acid sequence and an MHC pseudo amino acid sequence, predict their binding affinity value. This is MHC class I binding data. (1) The peptide sequence is VLIGGKPDRV. The MHC is HLA-A02:03 with pseudo-sequence HLA-A02:03. The binding affinity (normalized) is 0.773. (2) The peptide sequence is MPMSMPIPM. The MHC is HLA-A02:19 with pseudo-sequence HLA-A02:19. The binding affinity (normalized) is 0.0847. (3) The peptide sequence is FSFCFALL. The MHC is H-2-Kb with pseudo-sequence H-2-Kb. The binding affinity (normalized) is 0.979. (4) The peptide sequence is KLWASQIY. The MHC is HLA-A24:02 with pseudo-sequence HLA-A24:02. The binding affinity (normalized) is 0. (5) The peptide sequence is YTFCRLNVK. The MHC is HLA-A01:01 with pseudo-sequence HLA-A01:01. The binding affinity (normalized) is 0.282. (6) The peptide sequence is VEIPNRIVF. The MHC is HLA-A30:01 with pseudo-sequence HLA-A30:01. The binding affinity (normalized) is 0.0847. (7) The peptide sequence is TYLQSLASL. The MHC is HLA-B57:01 with pseudo-sequence HLA-B57:01. The binding affinity (normalized) is 0.213. (8) The peptide sequence is MAMALSIVSL. The MHC is HLA-A68:02 with pseudo-sequence HLA-A68:02. The binding affinity (normalized) is 0.503.